Dataset: Full USPTO retrosynthesis dataset with 1.9M reactions from patents (1976-2016). Task: Predict the reactants needed to synthesize the given product. (1) Given the product [Cl:1][C:2]1[S:6][C:5]([C:7]([C:10]2[N:11]([CH:19]3[CH2:21][CH2:20]3)[C:12]([C:15]3([F:28])[CH2:17][CH2:16]3)=[N:13][N:14]=2)([CH3:9])[CH3:8])=[CH:4][CH:3]=1, predict the reactants needed to synthesize it. The reactants are: [Cl:1][C:2]1[S:6][C:5]([C:7]([C:10]2[N:11]([CH:19]3[CH2:21][CH2:20]3)[C:12]([C:15]3(O)[CH2:17][CH2:16]3)=[N:13][N:14]=2)([CH3:9])[CH3:8])=[CH:4][CH:3]=1.COCCN(CCOC)S(F)(F)[F:28].[OH-].[Na+]. (2) Given the product [Br:6][C:7]1[N:8]=[C:9]2[CH2:14][CH:13]([C:15]([O:17][CH3:18])=[O:16])[CH2:12][CH2:11][N:10]2[CH:19]=1, predict the reactants needed to synthesize it. The reactants are: O1CCCC1.[Br:6][C:7]1[N:8]=[C:9]2[CH2:14][CH:13]([C:15]([O:17][CH3:18])=[O:16])[CH2:12][CH2:11][N:10]2[C:19]=1Br.C([Mg]Br)(C)C.O.